Dataset: Peptide-MHC class II binding affinity with 134,281 pairs from IEDB. Task: Regression. Given a peptide amino acid sequence and an MHC pseudo amino acid sequence, predict their binding affinity value. This is MHC class II binding data. (1) The peptide sequence is YRIAARPGAVTRRAA. The MHC is DRB1_0901 with pseudo-sequence DRB1_0901. The binding affinity (normalized) is 0.469. (2) The peptide sequence is GLAFQEMENFLGPIA. The MHC is HLA-DQA10601-DQB10402 with pseudo-sequence HLA-DQA10601-DQB10402. The binding affinity (normalized) is 0. (3) The peptide sequence is ETALKKAITAMSEAQKAAKP. The MHC is HLA-DQA10101-DQB10501 with pseudo-sequence HLA-DQA10101-DQB10501. The binding affinity (normalized) is 0.0254. (4) The peptide sequence is GLDFNEMILLTMKNK. The MHC is DRB1_0701 with pseudo-sequence DRB1_0701. The binding affinity (normalized) is 0.0641. (5) The peptide sequence is RIEEVTRMAMTDTTP. The MHC is HLA-DQA10201-DQB10301 with pseudo-sequence HLA-DQA10201-DQB10301. The binding affinity (normalized) is 0.349.